This data is from Reaction yield outcomes from USPTO patents with 853,638 reactions. The task is: Predict the reaction yield, written as a fraction of the theoretical maximum amount of product (1.0 means a 100% yield; for example, 0.34 means a 34% yield). (1) The reactants are [CH3:1][C:2]1[C:6]([CH2:7][N:8]2[CH:12]=[C:11]([NH:13][C:14](=[O:25])[C:15]3[CH:20]=[C:19]([O:21][CH3:22])[C:18]([OH:23])=[C:17](O)[CH:16]=3)[CH:10]=[N:9]2)=[C:5]([CH3:26])[O:4][N:3]=1.[C:27](=[O:30])([O-])[O-].[Cs+].[Cs+].Br[CH:34](Br)C. No catalyst specified. The product is [CH3:1][C:2]1[C:6]([CH2:7][N:8]2[CH:12]=[C:11]([NH:13][C:14]([C:15]3[CH:16]=[C:17]([O:30][CH3:27])[C:18]4[O:23][CH2:34][CH2:22][O:21][C:19]=4[CH:20]=3)=[O:25])[CH:10]=[N:9]2)=[C:5]([CH3:26])[O:4][N:3]=1. The yield is 0.200. (2) The reactants are [F:1][CH2:2][C:3]1([C:51]([O:53][CH2:54][CH3:55])=[O:52])[CH2:8][CH2:7][C:6]([C:9]2[C:10]([CH3:50])([CH3:49])[C@H:11]3[C@:24]([CH3:27])([CH2:25][CH:26]=2)[C@@H:23]2[C@:14]([CH3:48])([C@@:15]4([CH3:47])[C@H:20]([CH2:21][CH2:22]2)[C@H:19]2[C@H:28]([C:31]([CH3:33])=[CH2:32])[CH2:29][CH2:30][C@:18]2([NH:34][CH2:35][CH2:36][N:37]2[CH2:42]CC(S(C)(=O)=O)[CH2:39][CH2:38]2)[CH2:17][CH2:16]4)[CH2:13][CH2:12]3)=[CH:5][CH2:4]1.F[C:57](F)(F)[S:58](OC1C(C)(C)[C@H]2[C@](C)(CC=1)[C@@H]1[C@](C)([C@@]3(C)[C@H](CC1)[C@H]1[C@H](C(C)=C)CC[C@]1(NCCN1CC[S:58](=[O:60])(=[O:59])[CH2:57]C1)CC3)CC2)(=[O:60])=[O:59]. No catalyst specified. The product is [O:59]=[S:58]1(=[O:60])[CH2:39][CH2:38][N:37]([CH2:36][CH2:35][NH:34][C@:18]23[CH2:30][CH2:29][C@@H:28]([C:31]([CH3:33])=[CH2:32])[C@@H:19]2[C@@H:20]2[C@@:15]([CH3:47])([CH2:16][CH2:17]3)[C@@:14]3([CH3:48])[C@@H:23]([C@:24]4([CH3:27])[C@@H:11]([CH2:12][CH2:13]3)[C:10]([CH3:49])([CH3:50])[C:9]([C:6]3[CH2:7][CH2:8][C:3]([CH2:2][F:1])([C:51]([O:53][CH2:54][CH3:55])=[O:52])[CH2:4][CH:5]=3)=[CH:26][CH2:25]4)[CH2:22][CH2:21]2)[CH2:42][CH2:57]1. The yield is 0.820.